From a dataset of Forward reaction prediction with 1.9M reactions from USPTO patents (1976-2016). Predict the product of the given reaction. (1) Given the reactants [CH3:1][O:2][C:3]1[CH:4]=[C:5]([C:9]2[N:10]=[C:11]3[N:15]([C:16]=2[C:17]2[CH:22]=[CH:21][N:20]=[C:19]([NH:23][C@@H:24]4[CH2:29][CH2:28][CH2:27][N:26](C(OC(C)(C)C)=O)[CH2:25]4)[N:18]=2)[CH:14]=[CH:13][S:12]3)[CH:6]=[CH:7][CH:8]=1.[ClH:37], predict the reaction product. The product is: [ClH:37].[CH3:1][O:2][C:3]1[CH:4]=[C:5]([C:9]2[N:10]=[C:11]3[N:15]([C:16]=2[C:17]2[CH:22]=[CH:21][N:20]=[C:19]([NH:23][C@@H:24]4[CH2:29][CH2:28][CH2:27][NH:26][CH2:25]4)[N:18]=2)[CH:14]=[CH:13][S:12]3)[CH:6]=[CH:7][CH:8]=1. (2) Given the reactants [NH2:1][C:2]1[C:7]([NH2:8])=[C:6]([NH:9][C@@H:10]2[C@@H:15]3[CH2:16][C@@H:12]([CH:13]=[CH:14]3)[C@@H:11]2[C:17]([NH2:19])=[O:18])[C:5]([Br:20])=[CH:4][N:3]=1.[Cl:21][C:22]1[CH:29]=[CH:28][C:25]([CH:26]=O)=[CH:24][CH:23]=1.C([O-])(=O)C.[NH4+], predict the reaction product. The product is: [Br:20][C:5]1[C:6]([NH:9][C@@H:10]2[C@@H:15]3[CH2:16][C@@H:12]([CH:13]=[CH:14]3)[C@@H:11]2[C:17]([NH2:19])=[O:18])=[C:7]2[N:8]=[C:26]([C:25]3[CH:28]=[CH:29][C:22]([Cl:21])=[CH:23][CH:24]=3)[NH:1][C:2]2=[N:3][CH:4]=1. (3) Given the reactants [Br:1][C:2]1[CH:13]=[CH:12][C:5]([O:6][CH2:7][C:8](OC)=[O:9])=[C:4]([C:14]#[N:15])[CH:3]=1.[NH2:16][NH2:17], predict the reaction product. The product is: [Br:1][C:2]1[CH:13]=[CH:12][C:5]([O:6][CH2:7][C:8]([NH:16][NH2:17])=[O:9])=[C:4]([C:14]#[N:15])[CH:3]=1.